This data is from Forward reaction prediction with 1.9M reactions from USPTO patents (1976-2016). The task is: Predict the product of the given reaction. (1) Given the reactants FC(F)(F)C(O)=O.[CH2:8]([O:15][C:16]([NH:18][C@H:19]1[CH2:24][CH2:23][N:22](C(OC(C)(C)C)=O)[CH2:21][C@H:20]1[F:32])=[O:17])[C:9]1[CH:14]=[CH:13][CH:12]=[CH:11][CH:10]=1, predict the reaction product. The product is: [F:32][C@H:20]1[C@@H:19]([NH:18][C:16](=[O:17])[O:15][CH2:8][C:9]2[CH:14]=[CH:13][CH:12]=[CH:11][CH:10]=2)[CH2:24][CH2:23][NH:22][CH2:21]1. (2) Given the reactants [CH2:1]([NH2:4])[CH2:2][CH3:3].[Cl:5][C:6]1[N:7]=[C:8]([C:13]([NH:15][CH:16]2[CH2:21][CH2:20][N:19](C(OC(C)(C)C)=O)[CH2:18][C:17]2=O)=[O:14])[NH:9][C:10]=1[CH2:11][CH3:12].C(O)(=O)C.C([BH3-])#N.[Na+], predict the reaction product. The product is: [Cl:5][C:6]1[N:7]=[C:8]([C:13]([NH:15][C@@H:16]2[CH2:21][CH2:20][NH:19][CH2:18][C@H:17]2[NH:4][CH2:1][CH2:2][CH3:3])=[O:14])[NH:9][C:10]=1[CH2:11][CH3:12].[Cl:5][C:6]1[N:7]=[C:8]([C:13]([NH:15][C@H:16]2[CH2:21][CH2:20][NH:19][CH2:18][C@H:17]2[NH:4][CH2:1][CH2:2][CH3:3])=[O:14])[NH:9][C:10]=1[CH2:11][CH3:12]. (3) The product is: [CH2:1]([N:8]([CH3:32])[C:9]1[C:10]([C:23]2[CH:24]=[C:25]3[C:29](=[CH:30][CH:31]=2)[NH:28][N:27]=[CH:26]3)=[N:11][C:12]2[C:17]([N:18]=1)=[CH:16][C:15]([C:19]([OH:21])=[O:20])=[CH:14][CH:13]=2)[C:2]1[CH:3]=[CH:4][CH:5]=[CH:6][CH:7]=1. Given the reactants [CH2:1]([N:8]([CH3:32])[C:9]1[C:10]([C:23]2[CH:24]=[C:25]3[C:29](=[CH:30][CH:31]=2)[NH:28][N:27]=[CH:26]3)=[N:11][C:12]2[C:17]([N:18]=1)=[CH:16][C:15]([C:19]([O:21]C)=[O:20])=[CH:14][CH:13]=2)[C:2]1[CH:7]=[CH:6][CH:5]=[CH:4][CH:3]=1.[OH-].[Na+].Cl, predict the reaction product.